Dataset: Forward reaction prediction with 1.9M reactions from USPTO patents (1976-2016). Task: Predict the product of the given reaction. (1) The product is: [CH:1]1[C:11]2[CH2:10][C:9]3([CH2:15][CH2:14][CH:13]([N:16]([CH3:24])[CH2:17][CH2:18][CH2:19][C:20]([OH:22])=[O:21])[CH2:12]3)[C:8]3[CH:25]=[CH:26][CH:27]=[CH:28][C:7]=3[CH2:6][C:5]=2[CH:4]=[CH:3][CH:2]=1. Given the reactants [CH:1]1[C:11]2[CH2:10][C:9]3([CH2:15][CH2:14][CH:13]([N:16]([CH3:24])[CH2:17][CH2:18][CH2:19][C:20]([O:22]C)=[O:21])[CH2:12]3)[C:8]3[CH:25]=[CH:26][CH:27]=[CH:28][C:7]=3[CH2:6][C:5]=2[CH:4]=[CH:3][CH:2]=1.[Li+].[OH-], predict the reaction product. (2) Given the reactants [CH2:1]([O:8][C:9]([NH:11][C@@H:12]([CH:17]1[CH2:26][CH2:25][C:20]2(OCC[O:21]2)[CH2:19][CH2:18]1)[C:13]([O:15][CH3:16])=[O:14])=[O:10])[C:2]1[CH:7]=[CH:6][CH:5]=[CH:4][CH:3]=1.C(O)(=O)C.ClC(Cl)C(O)=O.[OH-].[Na+], predict the reaction product. The product is: [CH2:1]([O:8][C:9]([NH:11][C@@H:12]([CH:17]1[CH2:18][CH2:19][C:20](=[O:21])[CH2:25][CH2:26]1)[C:13]([O:15][CH3:16])=[O:14])=[O:10])[C:2]1[CH:7]=[CH:6][CH:5]=[CH:4][CH:3]=1. (3) Given the reactants I[C:2]1[CH:7]=[CH:6][CH:5]=[CH:4][C:3]=1[CH3:8].[OH:9][CH2:10][CH:11]1[CH2:16][CH2:15][CH2:14][N:13]([CH2:17][CH2:18][CH2:19][C:20]#N)[CH2:12]1.C(O)(C(F)(F)F)=[O:23].CC#N, predict the reaction product. The product is: [OH:9][CH2:10][CH:11]1[CH2:16][CH2:15][CH2:14][N:13]([CH2:17][CH2:18][CH2:19][C:20]([C:2]2[CH:7]=[CH:6][CH:5]=[CH:4][C:3]=2[CH3:8])=[O:23])[CH2:12]1. (4) Given the reactants Cl[C:2]1[C:3](=[O:21])[N:4]([C:13]2[C:18]([F:19])=[CH:17][CH:16]=[CH:15][C:14]=2[F:20])[C:5]2[C:10]([N:11]=1)=[CH:9][C:8]([F:12])=[CH:7][CH:6]=2.C(OC([N:29]1[CH2:34][CH2:33][NH:32][CH2:31][CH2:30]1)=O)(C)(C)C.C1(C)C=C(C)C=C(C)C=1, predict the reaction product. The product is: [F:20][C:14]1[CH:15]=[CH:16][CH:17]=[C:18]([F:19])[C:13]=1[N:4]1[C:5]2[C:10](=[CH:9][C:8]([F:12])=[CH:7][CH:6]=2)[N:11]=[C:2]([N:29]2[CH2:34][CH2:33][NH:32][CH2:31][CH2:30]2)[C:3]1=[O:21]. (5) The product is: [F:32][C:23]1[CH:24]=[C:25]([S:28]([CH3:31])(=[O:29])=[O:30])[CH:26]=[CH:27][C:22]=1[C:19]1[C:15]2[N:16]=[CH:17][N:18]=[C:13]([O:12][CH:9]3[CH2:10][CH2:11][N:6]([C:5]4[N:1]=[N:2][N:3]([CH:40]([CH3:42])[CH3:41])[N:4]=4)[CH2:7][CH2:8]3)[C:14]=2[S:21][CH:20]=1. Given the reactants [N:1]1[NH:2][N:3]=[N:4][C:5]=1[N:6]1[CH2:11][CH2:10][CH:9]([O:12][C:13]2[C:14]3[S:21][CH:20]=[C:19]([C:22]4[CH:27]=[CH:26][C:25]([S:28]([CH3:31])(=[O:30])=[O:29])=[CH:24][C:23]=4[F:32])[C:15]=3[N:16]=[CH:17][N:18]=2)[CH2:8][CH2:7]1.C([O-])([O-])=O.[K+].[K+].I[CH:40]([CH3:42])[CH3:41], predict the reaction product. (6) Given the reactants [Cl:1][C:2]1[CH:3]=[C:4]([CH:25]=[CH:26][CH:27]=1)[C:5]([NH:7][C:8]1[C:9]([N:15]2[CH2:20][CH2:19][CH:18]([CH2:21][CH2:22][CH2:23]O)[CH2:17][CH2:16]2)=[N:10][CH:11]=[C:12]([Cl:14])[CH:13]=1)=[O:6].C1(P(C2C=CC=CC=2)C2C=CC=CC=2)C=CC=CC=1.C(Br)(Br)(Br)[Br:48], predict the reaction product. The product is: [Br:48][CH2:23][CH2:22][CH2:21][CH:18]1[CH2:19][CH2:20][N:15]([C:9]2[C:8]([NH:7][C:5](=[O:6])[C:4]3[CH:25]=[CH:26][CH:27]=[C:2]([Cl:1])[CH:3]=3)=[CH:13][C:12]([Cl:14])=[CH:11][N:10]=2)[CH2:16][CH2:17]1.